The task is: Predict the reaction yield, written as a fraction of the theoretical maximum amount of product (1.0 means a 100% yield; for example, 0.34 means a 34% yield).. This data is from Reaction yield outcomes from USPTO patents with 853,638 reactions. (1) The reactants are [NH2:1][CH2:2][C:3]1[CH:10]=[CH:9][C:6]([C:7]#[N:8])=[CH:5][CH:4]=1.Cl[C:12]1[N:20]=[CH:19][CH:18]=[C:17]2[C:13]=1[CH:14]=[CH:15][NH:16]2. The catalyst is C(O)C. The product is [NH:16]1[C:17]2[CH:18]=[CH:19][N:20]=[C:12]([NH:8][CH2:7][C:6]3[CH:9]=[CH:10][C:3]([C:2]#[N:1])=[CH:4][CH:5]=3)[C:13]=2[CH:14]=[CH:15]1. The yield is 0.640. (2) The reactants are [Cl:1][C:2]1[CH:3]=[C:4]2[C:8](=[CH:9][CH:10]=1)[NH:7][CH:6]=[C:5]2[CH2:11]N(C)C.[C-:15]#[N:16].[K+]. The catalyst is CN(C)C=O.O. The product is [Cl:1][C:2]1[CH:3]=[C:4]2[C:8](=[CH:9][CH:10]=1)[NH:7][CH:6]=[C:5]2[CH2:11][C:15]#[N:16]. The yield is 0.630.